This data is from Forward reaction prediction with 1.9M reactions from USPTO patents (1976-2016). The task is: Predict the product of the given reaction. (1) Given the reactants [C:1]([O:5][C:6]([N:8]1[CH2:17][CH2:16][C:15]2[C:10](=[CH:11][CH:12]=[C:13]([CH:18]([NH2:20])[CH3:19])[CH:14]=2)[CH2:9]1)=[O:7])([CH3:4])([CH3:3])[CH3:2].Cl[C:22]([O:24][CH3:25])=[O:23], predict the reaction product. The product is: [C:1]([O:5][C:6]([N:8]1[CH2:17][CH2:16][C:15]2[C:10](=[CH:11][CH:12]=[C:13]([CH:18]([NH:20][C:22]([O:24][CH3:25])=[O:23])[CH3:19])[CH:14]=2)[CH2:9]1)=[O:7])([CH3:4])([CH3:2])[CH3:3]. (2) The product is: [CH2:25]([N:21]1[CH2:22][CH2:23][CH:24]=[C:19]([C:16]2[CH:15]=[CH:14][C:13]([C:9]3[N:8]=[C:37]([NH2:34])[CH:36]=[CH:11][CH:10]=3)=[CH:18][CH:17]=2)[CH2:20]1)[C:26]1[CH:27]=[CH:28][CH:29]=[CH:30][CH:31]=1. Given the reactants CC1NC(C)=CC=1C1C=[CH:11][CH:10]=[C:9]([C:13]2[CH:18]=[CH:17][C:16]([C:19]3[CH2:20][N:21]([CH2:25][C:26]4[CH:31]=[CH:30][CH:29]=[CH:28][CH:27]=4)[CH2:22][CH2:23][CH:24]=3)=[CH:15][CH:14]=2)[N:8]=1.Cl.[NH2:34]O.[CH2:36](O)[CH3:37], predict the reaction product. (3) Given the reactants [CH3:1][N:2]([CH3:44])[C:3]([C@:5]1([CH2:35][O:36][Si:37]([C:40]([CH3:43])([CH3:42])[CH3:41])([CH3:39])[CH3:38])[CH2:9][CH2:8][C@H:7]([C:10]2[CH:15]=[CH:14][C:13]([O:16][CH2:17][C:18]3[CH:23]=[CH:22][CH:21]=[CH:20][C:19]=3[F:24])=[CH:12][CH:11]=2)[N:6]1C(OCC1C=CC=CC=1)=O)=[O:4], predict the reaction product. The product is: [CH3:43][C:40]([Si:37]([CH3:38])([CH3:39])[O:36][CH2:35][C@@:5]1([C:3]([N:2]([CH3:1])[CH3:44])=[O:4])[CH2:9][CH2:8][C@H:7]([C:10]2[CH:15]=[CH:14][C:13]([O:16][CH2:17][C:18]3[CH:23]=[CH:22][CH:21]=[CH:20][C:19]=3[F:24])=[CH:12][CH:11]=2)[NH:6]1)([CH3:41])[CH3:42]. (4) The product is: [NH2:32][C:31]1[N:23]=[CH:24][N:25]=[C:26]2[C:30]=1[N:29]=[CH:28][N:27]2[CH2:12][C:6]1[N:5]([C:14]2[CH:19]=[CH:18][CH:17]=[CH:16][C:15]=2[C:2]2[CH:11]=[CH:10][CH:9]=[CH:8][CH:3]=2)[C:4](=[O:22])[C:3]2[C:8](=[CH:9][CH:10]=[CH:11][C:2]=2[Cl:1])[N:7]=1. Given the reactants [Cl:1][C:2]1[CH:11]=[CH:10][CH:9]=[C:8]2[C:3]=1[C:4](=[O:22])[N:5]([C:14]1[CH:19]=[CH:18][CH:17]=[CH:16][C:15]=1OC)[C:6]([CH2:12]Cl)=[N:7]2.[N:23]1[C:31]([NH2:32])=[C:30]2[C:26]([N:27]=[CH:28][NH:29]2)=[N:25][CH:24]=1.C([O-])([O-])=O.[K+].[K+], predict the reaction product. (5) Given the reactants Br[C:2]1[N:3]=[C:4]([C:9]2[O:10][C:11]([C:14]3[CH:19]=[CH:18][CH:17]=[CH:16][CH:15]=3)=[N:12][N:13]=2)[C:5]([NH2:8])=[N:6][CH:7]=1.[CH3:20][N:21]([CH3:33])[C:22]([C:24]1[CH:29]=[CH:28][C:27](B(O)O)=[CH:26][CH:25]=1)=[O:23].C(=O)([O-])[O-].[Na+].[Na+].C1(P(C2C=CC=CC=2)C2C=CC=CC=2)C=CC=CC=1, predict the reaction product. The product is: [NH2:8][C:5]1[N:6]=[CH:7][C:2]([C:27]2[CH:28]=[CH:29][C:24]([C:22]([N:21]([CH3:33])[CH3:20])=[O:23])=[CH:25][CH:26]=2)=[N:3][C:4]=1[C:9]1[O:10][C:11]([C:14]2[CH:19]=[CH:18][CH:17]=[CH:16][CH:15]=2)=[N:12][N:13]=1. (6) Given the reactants Br[C:2]1[O:3][C:4]2[CH:10]=[CH:9][C:8]([CH2:11][C:12]([O:14][CH3:15])=[O:13])=[CH:7][C:5]=2[CH:6]=1.C([O-])([O-])=O.[K+].[K+].[CH3:22][C:23]1[C:27](B(O)O)=[C:26]([CH3:31])[O:25][N:24]=1, predict the reaction product. The product is: [CH3:22][C:23]1[C:27]([C:2]2[O:3][C:4]3[CH:10]=[CH:9][C:8]([CH2:11][C:12]([O:14][CH3:15])=[O:13])=[CH:7][C:5]=3[CH:6]=2)=[C:26]([CH3:31])[O:25][N:24]=1.